Predict the reaction yield, written as a fraction of the theoretical maximum amount of product (1.0 means a 100% yield; for example, 0.34 means a 34% yield). From a dataset of Reaction yield outcomes from USPTO patents with 853,638 reactions. (1) The reactants are [C:1]([C@H:5]1[CH2:10][CH2:9][C@H:8]([O:11][C:12]2[CH:13]=[C:14]3[C:19](=[CH:20][CH:21]=2)[CH:18]=[C:17]([CH2:22][NH2:23])[CH:16]=[CH:15]3)[CH2:7][CH2:6]1)([CH3:4])([CH3:3])[CH3:2].[O:24]1[CH2:26][CH:25]1[C:27]([O:29][CH2:30][CH3:31])=[O:28]. The catalyst is CCO. The product is [C:1]([C@H:5]1[CH2:10][CH2:9][C@H:8]([O:11][C:12]2[CH:13]=[C:14]3[C:19](=[CH:20][CH:21]=2)[CH:18]=[C:17]([CH2:22][NH:23][CH2:26][CH:25]([OH:24])[C:27]([O:29][CH2:30][CH3:31])=[O:28])[CH:16]=[CH:15]3)[CH2:7][CH2:6]1)([CH3:4])([CH3:2])[CH3:3]. The yield is 0.350. (2) The reactants are Br[C:2]1[CH:7]=[CH:6][C:5]([N:8]2[C:12]([CH3:13])=[CH:11][CH:10]=[C:9]2[C:14]2[CH:19]=[CH:18][C:17]([S:20]([CH3:23])(=[O:22])=[O:21])=[C:16]([F:24])[CH:15]=2)=[CH:4][CH:3]=1.C([Sn](CCCC)(CCCC)[C:30]1[N:31]=[CH:32][S:33][CH:34]=1)CCC.[Cl-].[Li+]. The catalyst is O1CCOCC1.C1C=CC([P]([Pd]([P](C2C=CC=CC=2)(C2C=CC=CC=2)C2C=CC=CC=2)([P](C2C=CC=CC=2)(C2C=CC=CC=2)C2C=CC=CC=2)[P](C2C=CC=CC=2)(C2C=CC=CC=2)C2C=CC=CC=2)(C2C=CC=CC=2)C2C=CC=CC=2)=CC=1. The product is [F:24][C:16]1[CH:15]=[C:14]([C:9]2[N:8]([C:5]3[CH:6]=[CH:7][C:2]([C:30]4[N:31]=[CH:32][S:33][CH:34]=4)=[CH:3][CH:4]=3)[C:12]([CH3:13])=[CH:11][CH:10]=2)[CH:19]=[CH:18][C:17]=1[S:20]([CH3:23])(=[O:22])=[O:21]. The yield is 0.688.